This data is from Peptide-MHC class II binding affinity with 134,281 pairs from IEDB. The task is: Regression. Given a peptide amino acid sequence and an MHC pseudo amino acid sequence, predict their binding affinity value. This is MHC class II binding data. (1) The MHC is HLA-DQA10102-DQB10602 with pseudo-sequence HLA-DQA10102-DQB10602. The binding affinity (normalized) is 0.340. The peptide sequence is KYTATISGLKPGVDY. (2) The peptide sequence is GIHTVFGSAFQGLFG. The MHC is DRB1_0401 with pseudo-sequence DRB1_0401. The binding affinity (normalized) is 0. (3) The peptide sequence is IQLVFSSMINPLVIT. The MHC is DRB4_0101 with pseudo-sequence DRB4_0103. The binding affinity (normalized) is 0.694. (4) The peptide sequence is ITKGKVDPTDYFRNE. The binding affinity (normalized) is 0.171. The MHC is DRB1_0401 with pseudo-sequence DRB1_0401. (5) The peptide sequence is KGILGFVFTLTVPSE. The MHC is DRB1_1501 with pseudo-sequence DRB1_1501. The binding affinity (normalized) is 0.337.